From a dataset of Reaction yield outcomes from USPTO patents with 853,638 reactions. Predict the reaction yield, written as a fraction of the theoretical maximum amount of product (1.0 means a 100% yield; for example, 0.34 means a 34% yield). (1) The reactants are [CH3:1][O:2][C:3]1[CH:27]=[CH:26][C:6]([C:7]([CH:9]2[CH2:14][CH2:13][N:12]([C:15]([C:17]3[CH:25]=[CH:24][C:20]([C:21](O)=[O:22])=[CH:19][N:18]=3)=[O:16])[CH2:11][CH2:10]2)=[O:8])=[CH:5][CH:4]=1.[F:28][C:29]([F:45])([F:44])[CH:30]1[CH:35]([NH2:36])[CH2:34][CH2:33][N:32]([C:37]([O:39][C:40]([CH3:43])([CH3:42])[CH3:41])=[O:38])[CH2:31]1.C(N(CC)CC)C.CN(C(ON1N=NC2C=CC=NC1=2)=[N+](C)C)C.F[P-](F)(F)(F)(F)F. The catalyst is CN(C)C=O. The product is [CH3:1][O:2][C:3]1[CH:4]=[CH:5][C:6]([C:7]([CH:9]2[CH2:10][CH2:11][N:12]([C:15]([C:17]3[CH:25]=[CH:24][C:20]([C:21]([NH:36][C@H:35]4[CH2:34][CH2:33][N:32]([C:37]([O:39][C:40]([CH3:41])([CH3:42])[CH3:43])=[O:38])[CH2:31][C@H:30]4[C:29]([F:28])([F:44])[F:45])=[O:22])=[CH:19][N:18]=3)=[O:16])[CH2:13][CH2:14]2)=[O:8])=[CH:26][CH:27]=1. The yield is 0.680. (2) The reactants are [C:1]([Si:5]([O:8][C:9]1[CH:14]=[C:13]([F:15])[CH:12]=[C:11]([F:16])[CH:10]=1)([CH3:7])[CH3:6])([CH3:4])([CH3:3])[CH3:2].C([Li])CCC.C(O[B:26]1[O:30][C:29]([CH3:32])([CH3:31])[C:28]([CH3:34])([CH3:33])[O:27]1)(C)C. The catalyst is C1COCC1. The product is [C:1]([Si:5]([O:8][C:9]1[CH:10]=[C:11]([F:16])[C:12]([B:26]2[O:30][C:29]([CH3:32])([CH3:31])[C:28]([CH3:34])([CH3:33])[O:27]2)=[C:13]([F:15])[CH:14]=1)([CH3:7])[CH3:6])([CH3:4])([CH3:2])[CH3:3]. The yield is 0.910. (3) The reactants are F[C:2]1[CH:3]=[C:4]([OH:11])[CH:5]=[CH:6][C:7]=1[N+:8]([O-:10])=[O:9].[CH3:12][S-:13].[Na+].C(=O)([O-])[O-].[K+].[K+].O. The catalyst is CN(C=O)C. The product is [CH3:12][S:13][C:2]1[CH:3]=[C:4]([OH:11])[CH:5]=[CH:6][C:7]=1[N+:8]([O-:10])=[O:9]. The yield is 0.900. (4) The reactants are [Br:1][C:2]1[CH:10]=[C:6]([C:7]([OH:9])=O)[C:5]([OH:11])=[CH:4][CH:3]=1.[CH3:12][O:13][C:14]1[CH:20]=[CH:19][C:18]([C:21]([F:24])([F:23])[F:22])=[CH:17][C:15]=1[NH2:16]. No catalyst specified. The product is [Br:1][C:2]1[CH:3]=[CH:4][C:5]([OH:11])=[C:6]([CH:10]=1)[C:7]([NH:16][C:15]1[CH:17]=[C:18]([C:21]([F:23])([F:24])[F:22])[CH:19]=[CH:20][C:14]=1[O:13][CH3:12])=[O:9]. The yield is 0.713. (5) The reactants are C([O:3][C:4](=[O:37])[C:5]([O:8][C:9]1[CH:14]=[CH:13][CH:12]=[C:11]([O:15][CH2:16][CH2:17][CH:18]([O:20][C:21]2[CH:26]=[CH:25][C:24]([CH2:27][CH3:28])=[CH:23][C:22]=2[C:29](=[O:36])[C:30]2[CH:35]=[CH:34][CH:33]=[CH:32][CH:31]=2)[CH3:19])[CH:10]=1)([CH3:7])[CH3:6])C. The catalyst is C(O)C. The product is [C:29]([C:22]1[CH:23]=[C:24]([CH2:27][CH3:28])[CH:25]=[CH:26][C:21]=1[O:20][CH:18]([CH3:19])[CH2:17][CH2:16][O:15][C:11]1[CH:10]=[C:9]([CH:14]=[CH:13][CH:12]=1)[O:8][C:5]([CH3:6])([CH3:7])[C:4]([OH:37])=[O:3])(=[O:36])[C:30]1[CH:31]=[CH:32][CH:33]=[CH:34][CH:35]=1. The yield is 1.00.